Dataset: Full USPTO retrosynthesis dataset with 1.9M reactions from patents (1976-2016). Task: Predict the reactants needed to synthesize the given product. (1) Given the product [CH3:17][O:5][C:4](=[O:6])[C:3]1[CH:7]=[CH:8][C:9]([OH:11])=[CH:10][C:2]=1[OH:1], predict the reactants needed to synthesize it. The reactants are: [OH:1][C:2]1[CH:10]=[C:9]([OH:11])[CH:8]=[CH:7][C:3]=1[C:4]([OH:6])=[O:5].S(=O)(=O)(O)O.[CH:17](OC)(OC)OC. (2) Given the product [OH:30][CH:31]([CH2:32][OH:33])[CH2:34][N:25]1[CH2:24][CH2:23][C:22]2[CH:28]=[CH:29][C:19]([C:16]3[N:15]=[C:14]([C:11]4[CH:12]=[CH:13][C:6]([N:4]5[CH2:5][CH:2]([F:1])[CH2:3]5)=[C:7]([CH:10]=4)[C:8]#[N:9])[O:18][N:17]=3)=[CH:20][C:21]=2[CH2:27][CH2:26]1, predict the reactants needed to synthesize it. The reactants are: [F:1][CH:2]1[CH2:5][N:4]([C:6]2[CH:13]=[CH:12][C:11]([C:14]3[O:18][N:17]=[C:16]([C:19]4[CH:29]=[CH:28][C:22]5[CH2:23][CH2:24][NH:25][CH2:26][CH2:27][C:21]=5[CH:20]=4)[N:15]=3)=[CH:10][C:7]=2[C:8]#[N:9])[CH2:3]1.[OH:30][CH:31]([CH2:34]O)[CH:32]=[O:33].C(O[BH-](OC(=O)C)OC(=O)C)(=O)C.[Na+].C(O)(=O)C.